This data is from Reaction yield outcomes from USPTO patents with 853,638 reactions. The task is: Predict the reaction yield, written as a fraction of the theoretical maximum amount of product (1.0 means a 100% yield; for example, 0.34 means a 34% yield). (1) The reactants are [CH3:1][O:2][C:3]1[CH:4]=[C:5]2[C:14](=[CH:15][CH:16]=1)[C:13]([CH3:17])=[C:12]([C:18]1[CH:23]=[CH:22][C:21]([O:24][CH3:25])=[CH:20][CH:19]=1)[CH:11]1[CH:6]2[CH2:7][CH2:8][CH2:9][CH2:10]1.[H][H]. The catalyst is [Pd].C(O)(=O)C.CO.O1CCCC1. The product is [CH3:1][O:2][C:3]1[CH:4]=[C:5]2[C:14](=[CH:15][CH:16]=1)[CH:13]([CH3:17])[CH:12]([C:18]1[CH:19]=[CH:20][C:21]([O:24][CH3:25])=[CH:22][CH:23]=1)[CH:11]1[CH:6]2[CH2:7][CH2:8][CH2:9][CH2:10]1. The yield is 0.930. (2) The reactants are [N+](C1C=CC(C([O:10][CH:11]2[CH2:14][CH:13]([C:15]([O:17][CH3:18])=[O:16])[CH2:12]2)=O)=CC=1)([O-])=O.C([O-])([O-])=O.[K+].[K+]. The product is [O:10]=[C:11]1[CH2:14][CH:13]([C:15]([O:17][CH3:18])=[O:16])[CH2:12]1. The yield is 0.410. The catalyst is CO.